This data is from Experimentally validated miRNA-target interactions with 360,000+ pairs, plus equal number of negative samples. The task is: Binary Classification. Given a miRNA mature sequence and a target amino acid sequence, predict their likelihood of interaction. (1) The protein sequence of the target gene is MPAYHSSLMDPDTKLIGNMALLPLRSQFKGPAPRETKDTDIVDEAIYYFKANVFFKNYEIKNEADRTLIYITLYISECLKKLQKCNSKSQGEKEMYTLGITNFPIPGEPGFPLNAIYAKPASKQEDEMMRAYLQQLRQETGLRLCEKVFDPQSDKPSKWWTCFVKRQFMNKSLSGPGQ. The miRNA is hsa-miR-548ar-3p with sequence UAAAACUGCAGUUAUUUUUGC. Result: 0 (no interaction). (2) The miRNA is mmu-miR-878-3p with sequence GCAUGACACCACACUGGGUAGA. The protein sequence of the target gene is MRVPVFEDIKDETEEEKIGEEENEEDQVFYKPVIEDLSMELARKCTELISDIRYKEEFKKSKDKCTFVTDSPMLNHVKNIGAFISEAKYKGTIKADLSNSLYKRMPATIDSVFAGEVTQLQSEVAYKQKHDAAKGFSDYAHMKEPPEVKHAMEVNKHQSNISYRKDVQDTHTYSAELDRPDIKMATQISKIISNAEYKKGQGIMNKEPAVIGRPDFEHAVEASKLSSQIKYKEKFDNEMKDKKHHYNPLESASFRQNQLAATLASNVKYKKDIQNMHDPVSDLPNLLFLDHVLKASKMLS.... Result: 0 (no interaction). (3) The miRNA is mmu-miR-33-5p with sequence GUGCAUUGUAGUUGCAUUGCA. The protein sequence of the target gene is MYQSLAMAANHGPPPGAYEAGGPGAFMHGAGAASSPVYVPTPRVPSSVLGLSYLQGGGAGSASGGASGGSSGGAASGAGPGTQQGSPGWSQAGADGAAYTPPPVSPRFSFPGTTGSLAAAAAAAAAREAAAYSSGGGAAGAGLAGREQYGRAGFAGSYSSPYPAYMADVGASWAAAAAASAGPFDSPVLHSLPGRANPAARHPNLDMFDDFSEGRECVNCGAMSTPLWRRDGTGHYLCNACGLYHKMNGINRPLIKPQRRLSASRRVGLSCANCQTTTTTLWRRNAEGEPVCNACGLYMK.... Result: 0 (no interaction). (4) Result: 0 (no interaction). The miRNA is mmu-miR-876-3p with sequence UAGUGGUUUACAAAGUAAUUCA. The protein sequence of the target gene is MHSPRKLFHARSSLATRRSTALVVLTSLAIGIAGFTFGLAVILIPGLRLTGRNCLTNTPPKTVRVVWDVAGNSNGVVSGEKKRHKVMGFVGIQTGFGSAGRRRSLRKTWMPSDPEGLRRLEESTGLAIRFMIGKTKSEEKMAQLRREIAEYDDFVLLDIEEEYSKLPYKTLAFFKAAYALYDSEFYVKADDDIYLRPDRLSLLLAKERSHSQTYLGCLKKGPVFTDPKLKWYEPLSHLLGKEYFLHAYGPIYALSADVVASLVALKNNSFRMFNNEDVTIGAWMLAMNVNHENHHILCEP.... (5) The miRNA is hsa-miR-497-5p with sequence CAGCAGCACACUGUGGUUUGU. The protein sequence of the target gene is MANLLKTVVTGCSCPLLSNLGSCKGLRVKKDFLRTFYTHQELWCKAPVKPGIPYKQLTVGVPKEIFQNEKRVALSPAGVQNLVKQGFNVVVESGAGEASKFSDDHYRVAGAQIQGAKEVLASDLVVKVRAPMVNPTLGVHEADLLKTSGTLISFIYPAQNPELLNKLSQRKTTVLAMDQVPRVTIAQGYDALSSMANIAGYKAVVLAANHFGRFFTGQITAAGKVPPAKILIVGGGVAGLASAGAAKSMGAIVRGFDTRAAALEQFKSLGAEPLEVDLKESGEGQGGYAKEMSKEFIEAE.... Result: 1 (interaction). (6) The miRNA is mmu-miR-551b-3p with sequence GCGACCCAUACUUGGUUUCAG. The protein sequence of the target gene is MMNNSGYSDAGLGLGDETDEMPSTEKDLAEDAPWKKIQQNTFTRWCNEHLKCVGKRLTDLQRDLSDGLRLIALLEVLSQKRMYRKFHPRPNFRQMKLENVSVALEFLEREHIKLVSIDSKAIVDGNLKLILGLIWTLILHYSISMPMWEDEDDEDARKQTPKQRLLGWIQNKVPQLPITNFNRDWQDGKALGALVDNCAPGLCPDWEAWDPNQPVENAREAMQQADDWLGVPQVIAPEEIVDPNVDEHSVMTYLSQFPKAKLKPGAPVRSKQLNPKKAIAYGPGIEPQGNTVLQPAHFTV.... Result: 0 (no interaction). (7) The miRNA is hsa-miR-376a-3p with sequence AUCAUAGAGGAAAAUCCACGU. The protein sequence of the target gene is MASKRKSTTPCMVRTSQVVEQDVPEEVDRAKEKGIGTPQPDVAKDSWAAELENSSKENEVIEVKSMGESQSKKLQGGYECKYCPYSTQNLNEFTEHVDMQHPNVILNPLYVCAECNFTTKKYDSLSDHNSKFHPGEANFKLKLIKRNNQTVLEQSIETTNHVVSITTSGPGTGDSDSGISVSKTPIMKPGKPKADAKKVPKKPEEITPENHVEGTARLVTDTAEILSRLGGVELLQDTLGHVMPSVQLPPNINLVPKVPVPLNTTKYNSALDTNATMINSFNKFPYPTQAELSWLTAASK.... Result: 0 (no interaction).